This data is from Reaction yield outcomes from USPTO patents with 853,638 reactions. The task is: Predict the reaction yield, written as a fraction of the theoretical maximum amount of product (1.0 means a 100% yield; for example, 0.34 means a 34% yield). (1) The reactants are [Cl:1][C:2]1[CH:7]=[CH:6][C:5]([C:8]2[N:9]=[CH:10][NH:11][CH:12]=2)=[CH:4][CH:3]=1.Br[C:14]1[S:15][CH:16]=[CH:17][CH:18]=1. No catalyst specified. The product is [Cl:1][C:2]1[CH:3]=[CH:4][C:5]([C:8]2[N:9]=[CH:10][N:11]([C:14]3[S:15][CH:16]=[CH:17][CH:18]=3)[CH:12]=2)=[CH:6][CH:7]=1. The yield is 0.0700. (2) The reactants are [CH3:1][S:2][CH2:3][CH2:4][N:5]([C:16](=[O:24])[C:17]1[CH:22]=[CH:21][C:20]([F:23])=[CH:19][CH:18]=1)[C:6]1[CH:11]=[CH:10][C:9]([S:12]([NH2:15])(=[O:14])=[O:13])=[CH:8][CH:7]=1.[C:25](Cl)(=[O:27])[CH3:26].CCN(CC)CC. The catalyst is C(Cl)Cl. The product is [CH3:1][S:2][CH2:3][CH2:4][N:5]([C:16](=[O:24])[C:17]1[CH:18]=[CH:19][C:20]([F:23])=[CH:21][CH:22]=1)[C:6]1[CH:11]=[CH:10][C:9]([S:12]([NH:15][C:25](=[O:27])[CH3:26])(=[O:13])=[O:14])=[CH:8][CH:7]=1. The yield is 0.810. (3) The reactants are [CH2:1]([C:5]1[N:6]=[C:7]([CH3:27])[NH:8][C:9](=[O:26])[C:10]=1[CH2:11][C:12]1[CH:17]=[CH:16][C:15]([C:18]2[C:19]([C:24]#[N:25])=[CH:20][CH:21]=[CH:22][CH:23]=2)=[CH:14][CH:13]=1)[CH2:2][CH2:3][CH3:4].[H-].[Na+].Br[CH2:31][C:32](=[O:37])[C:33]([CH3:36])([CH3:35])[CH3:34].[BH4-].[Na+]. The catalyst is C(OCC)(=O)C.CO.CN(C)C=O. The product is [CH2:1]([C:5]1[N:6]=[C:7]([CH3:27])[N:8]([CH2:31][CH:32]([OH:37])[C:33]([CH3:36])([CH3:35])[CH3:34])[C:9](=[O:26])[C:10]=1[CH2:11][C:12]1[CH:17]=[CH:16][C:15]([C:18]2[C:19]([C:24]#[N:25])=[CH:20][CH:21]=[CH:22][CH:23]=2)=[CH:14][CH:13]=1)[CH2:2][CH2:3][CH3:4]. The yield is 0.160. (4) The yield is 0.960. The product is [O:1]1[C:2]2[CH:15]=[C:6]3[CH:7]=[C:8]([C:10]([O:12][CH2:13][CH3:14])=[O:11])[O:9][C:5]3=[CH:4][C:3]=2[NH:16][C:18]1=[O:17]. The catalyst is C1(C)C=CC=CC=1.C(N(CC)CC)C. The reactants are [OH:1][C:2]1[C:3]([NH2:16])=[CH:4][C:5]2[O:9][C:8]([C:10]([O:12][CH2:13][CH3:14])=[O:11])=[CH:7][C:6]=2[CH:15]=1.[O:17]1CCC[CH2:18]1.C(Cl)(Cl)=O.